From a dataset of Reaction yield outcomes from USPTO patents with 853,638 reactions. Predict the reaction yield, written as a fraction of the theoretical maximum amount of product (1.0 means a 100% yield; for example, 0.34 means a 34% yield). The reactants are Br[C:2]1[CH:7]=[CH:6][C:5]([C:8](=[C:16]2[CH2:21][CH2:20][CH2:19][CH2:18][CH2:17]2)[C:9]2[CH:14]=[CH:13][C:12]([OH:15])=[CH:11][CH:10]=2)=[CH:4][C:3]=1[CH3:22].[C:23]([O:27][C:28]([CH3:31])([CH3:30])[CH3:29])(=[O:26])[CH:24]=[CH2:25].CC1C=CC=CC=1P(C1C=CC=CC=1C)C1C=CC=CC=1C.CCN(CC)CC. The catalyst is CC([O-])=O.CC([O-])=O.[Pd+2].O. The product is [C:16]1(=[C:8]([C:9]2[CH:14]=[CH:13][C:12]([OH:15])=[CH:11][CH:10]=2)[C:5]2[CH:6]=[CH:7][C:2](/[CH:25]=[CH:24]/[C:23]([O:27][C:28]([CH3:31])([CH3:30])[CH3:29])=[O:26])=[C:3]([CH3:22])[CH:4]=2)[CH2:21][CH2:20][CH2:19][CH2:18][CH2:17]1. The yield is 0.510.